This data is from Forward reaction prediction with 1.9M reactions from USPTO patents (1976-2016). The task is: Predict the product of the given reaction. (1) Given the reactants [Cl:1][C:2]1[CH:3]=[N:4][C:5]2[C:10]([CH:11]=1)=[CH:9][C:8]([CH2:12][Cl:13])=[CH:7][CH:6]=2.C1C=C(Cl)C=C(C(OO)=[O:22])C=1, predict the reaction product. The product is: [Cl:1][C:2]1[CH:3]=[N+:4]([O-:22])[C:5]2[C:10]([CH:11]=1)=[CH:9][C:8]([CH2:12][Cl:13])=[CH:7][CH:6]=2. (2) Given the reactants ClC(Cl)(Cl)C(Cl)(Cl)Cl.[C:9]([O:13][C:14]([N:16]1[CH2:21][CH2:20][CH:19]([C:22]([NH:24][NH:25][C:26]2[CH:31]=[CH:30][C:29]([F:32])=[CH:28][N:27]=2)=O)[CH2:18][CH2:17]1)=[O:15])([CH3:12])([CH3:11])[CH3:10].C1(P(C2C=CC=CC=2)C2C=CC=CC=2)C=CC=CC=1.C(N(CC)CC)C, predict the reaction product. The product is: [C:9]([O:13][C:14]([N:16]1[CH2:21][CH2:20][CH:19]([C:22]2[N:27]3[CH:28]=[C:29]([F:32])[CH:30]=[CH:31][C:26]3=[N:25][N:24]=2)[CH2:18][CH2:17]1)=[O:15])([CH3:12])([CH3:11])[CH3:10]. (3) Given the reactants [Cl:1][C:2]1[CH:7]=[CH:6][C:5]([C:8]2[C:12]([C:13](=O)[CH3:14])=[C:11]([CH3:16])[O:10][N:9]=2)=[CH:4][CH:3]=1.[CH3:17][C:18]1[N:19]=[C:20]([C:26]2S[CH:28]=[CH:29][CH:30]=2)S[C:22]=1[C:23](=O)[CH3:24].[NH3:31], predict the reaction product. The product is: [Cl:1][C:2]1[CH:7]=[CH:6][C:5]([C:8]2[C:12]([C:13]3[CH:14]=[CH:8][C:5]4[C:4](=[CH:28][CH:29]=[C:30]([CH2:26][CH2:20][N:19]5[CH2:24][CH2:23][CH2:22][C@H:18]5[CH3:17])[CH:6]=4)[N:31]=3)=[C:11]([CH3:16])[O:10][N:9]=2)=[CH:4][CH:3]=1. (4) Given the reactants Cl[C:2]1[CH:3]=[C:4]([N:21](CC2C=CC(OC)=CC=2)[C:22](=[O:24])[CH3:23])[C:5]2[N:6]([C:8]([C:11]([NH:13][C:14]3[CH:19]=[CH:18][N:17]=[CH:16][C:15]=3[F:20])=[O:12])=[CH:9][N:10]=2)[N:7]=1.[C@H:34]1([NH2:41])[CH2:39][CH2:38][C@H:37]([NH2:40])[CH2:36][CH2:35]1.O, predict the reaction product. The product is: [C:22]([NH:21][C:4]1[C:5]2[N:6]([C:8]([C:11]([NH:13][C:14]3[CH:19]=[CH:18][N:17]=[CH:16][C:15]=3[F:20])=[O:12])=[CH:9][N:10]=2)[N:7]=[C:2]([NH:40][C@H:37]2[CH2:38][CH2:39][C@H:34]([NH2:41])[CH2:35][CH2:36]2)[CH:3]=1)(=[O:24])[CH3:23]. (5) Given the reactants [C:1]1(C)[CH:6]=[CH:5][CH:4]=[CH:3][C:2]=1B(O)O.Br[C:12]1[CH:17]=[CH:16][C:15]([C:18]2[CH:23]=[CH:22][CH:21]=[CH:20][CH:19]=2)=[C:14]([N+:24]([O-:26])=[O:25])[CH:13]=1.[C:27](=O)([O-])[O-].[K+].[K+], predict the reaction product. The product is: [CH3:27][C:19]1[CH:20]=[CH:21][CH:22]=[CH:23][C:18]=1[C:15]1[CH:16]=[CH:17][C:12]([C:1]2[CH:6]=[CH:5][CH:4]=[CH:3][CH:2]=2)=[CH:13][C:14]=1[N+:24]([O-:26])=[O:25]. (6) The product is: [F:20][C:17]([F:18])([F:19])[C:13](=[O:16])[CH2:12][C:11]([C:4]1[CH:5]=[C:6]([S:9][CH3:10])[CH:7]=[CH:8][C:3]=1[O:2][CH3:1])([CH3:22])[CH3:21]. Given the reactants [CH3:1][O:2][C:3]1[CH:8]=[CH:7][C:6]([S:9][CH3:10])=[CH:5][C:4]=1[C:11]([CH3:22])([CH3:21])[CH2:12][C:13]([C:17]([F:20])([F:19])[F:18])([OH:16])CO.C([O-])(=O)C.[Pb+4].C([O-])(=O)C.C([O-])(=O)C.C([O-])(=O)C, predict the reaction product.